From a dataset of Full USPTO retrosynthesis dataset with 1.9M reactions from patents (1976-2016). Predict the reactants needed to synthesize the given product. (1) Given the product [CH:21]1([N:13]2[C:14]3[N:15]=[C:16]([NH2:20])[N:17]=[CH:18][C:19]=3[C:11]3[CH:10]=[CH:9][N:8]=[C:7]([CH3:28])[C:12]2=3)[CH2:25][CH2:24][CH2:23][CH2:22]1, predict the reactants needed to synthesize it. The reactants are: FC(F)(F)S(O[C:7]1[C:12]2[N:13]([CH:21]3[CH2:25][CH2:24][CH2:23][CH2:22]3)[C:14]3[N:15]=[C:16]([NH2:20])[N:17]=[CH:18][C:19]=3[C:11]=2[CH:10]=[CH:9][N:8]=1)(=O)=O.[CH2:28]1COCC1.C[Mg]Br. (2) The reactants are: [C:1]([C:3]1[CH:8]=[C:7]([CH3:9])[CH:6]=[CH:5][C:4]=1[C:10]1[CH:15]=[C:14]([C:16]([O:18]C)=[O:17])[CH:13]=[C:12]([O:20][CH:21]2[CH:25]([OH:26])[CH2:24][N:23]([C:27]([O:29][C:30]([CH3:33])([CH3:32])[CH3:31])=[O:28])[CH2:22]2)[CH:11]=1)#[N:2].[OH-].[Li+].Cl. Given the product [C:30]([O:29][C:27]([N:23]1[CH2:24][CH:25]([OH:26])[CH:21]([O:20][C:12]2[CH:13]=[C:14]([C:16]([OH:18])=[O:17])[CH:15]=[C:10]([C:4]3[CH:5]=[CH:6][C:7]([CH3:9])=[CH:8][C:3]=3[C:1]#[N:2])[CH:11]=2)[CH2:22]1)=[O:28])([CH3:33])([CH3:31])[CH3:32], predict the reactants needed to synthesize it.